This data is from NCI-60 drug combinations with 297,098 pairs across 59 cell lines. The task is: Regression. Given two drug SMILES strings and cell line genomic features, predict the synergy score measuring deviation from expected non-interaction effect. Drug 1: CC1C(C(CC(O1)OC2CC(CC3=C2C(=C4C(=C3O)C(=O)C5=C(C4=O)C(=CC=C5)OC)O)(C(=O)C)O)N)O.Cl. Drug 2: CC1CCC2CC(C(=CC=CC=CC(CC(C(=O)C(C(C(=CC(C(=O)CC(OC(=O)C3CCCCN3C(=O)C(=O)C1(O2)O)C(C)CC4CCC(C(C4)OC)OCCO)C)C)O)OC)C)C)C)OC. Cell line: SW-620. Synergy scores: CSS=21.2, Synergy_ZIP=-0.950, Synergy_Bliss=1.65, Synergy_Loewe=0.593, Synergy_HSA=2.01.